Dataset: Reaction yield outcomes from USPTO patents with 853,638 reactions. Task: Predict the reaction yield, written as a fraction of the theoretical maximum amount of product (1.0 means a 100% yield; for example, 0.34 means a 34% yield). The product is [Cl:1][C:2]1[CH:12]=[CH:11][CH:10]=[CH:9][C:3]=1[C:4]([C:6](=[CH:20][NH:19][C:13]1[CH:18]=[CH:17][CH:16]=[CH:15][CH:14]=1)[C:7]#[N:8])=[O:5]. The yield is 0.520. The catalyst is C1(C)C=CC=CC=1. The reactants are [Cl:1][C:2]1[CH:12]=[CH:11][CH:10]=[CH:9][C:3]=1[C:4]([CH2:6][C:7]#[N:8])=[O:5].[C:13]1([N:19](C2C=CC=CC=2)[CH:20]=N)[CH:18]=[CH:17][CH:16]=[CH:15][CH:14]=1.